This data is from Forward reaction prediction with 1.9M reactions from USPTO patents (1976-2016). The task is: Predict the product of the given reaction. Given the reactants [CH3:1][O:2][C:3](=[O:25])/[CH:4]=[CH:5]/[C:6]1[N:7]=[CH:8][C:9]([NH:12][C@@H:13]2[CH2:17][CH2:16][N:15](C(OC(C)(C)C)=O)[CH2:14]2)=[N:10][CH:11]=1.[ClH:26].O1CCOCC1.C(OC(C)C)(C)C, predict the reaction product. The product is: [ClH:26].[ClH:26].[NH:15]1[CH2:16][CH2:17][C@@H:13]([NH:12][C:9]2[N:10]=[CH:11][C:6](/[CH:5]=[CH:4]/[C:3]([O:2][CH3:1])=[O:25])=[N:7][CH:8]=2)[CH2:14]1.